From a dataset of Experimentally validated miRNA-target interactions with 360,000+ pairs, plus equal number of negative samples. Binary Classification. Given a miRNA mature sequence and a target amino acid sequence, predict their likelihood of interaction. (1) The protein sequence of the target gene is MGQTVNEDSMDVKKENQEKTPQSSTSSVQRDDFHWEEYLKETGSISAPSECFRQSQIPPVNDFKVGMKLEARDPRNATSVCIATVIGITGARLRLRLDGSDNRNDFWRLVDSPDIQPVGTCEKEGDLLQPPLGYQMNTSSWPMFLLKTLNGSEMASATLFKKEPPKPPLNNFKVGMKLEAIDKKNPYLICPATIGDVKGDEVHITFDGWSGAFDYWCKYDSRDIFPAGWCRLTGDVLQPPGTSVPIVKNIAKTESSPSEASQHSMQSPQKTTLILPTQQVRRSSRIKPPGPTAVPKRSSS.... The miRNA is hsa-miR-24-3p with sequence UGGCUCAGUUCAGCAGGAACAG. Result: 1 (interaction). (2) The miRNA is hsa-miR-873-3p with sequence GGAGACUGAUGAGUUCCCGGGA. The protein sequence of the target gene is MVRNVDDLDFHLPSHAQDMLDGLQRLRSQPKLADVTLLVGGRELPCHRGLLALSSPYFHAMFAGDFAESFSARVELRDVEPAVVGQLVDFVYTGRLTITQGNVEALTRTAARLHFPSVQKVCGRYLQQQLDAANCLGICEFGEQQGLLGVAAKAWAFLRENFEAVAREDEFLQLPRERLVTCLAGDLLQVQPEQSRLEALMRWVRHDPQARAAHLPELLSLVHLDAVPRPCVQQLLASEPLIQESEACRAALSQGHDGAPLALQQKLEEVLVVVGGQALEEEEAGEEPTPGLGNFAFYNS.... Result: 0 (no interaction). (3) The miRNA is mmu-miR-465b-5p with sequence UAUUUAGAAUGGUGCUGAUCUG. The protein sequence of the target gene is MALCLKQVFAKDKTFRPRKRFEPGTQRFELYKKAQASLKSGLDLRSVVRLPPGESIDDWIAVHVVDFFNRINLIYGTMAEHCSESSCPVMAGGPRYEYRWQDERQYRRPAKLSAPRYMALLMDWIEGLINDEDVFPTRVGVPFPKNFQQVCTKILTRLFRVFVHVYIHHFDSILSMGAEAHVNTCYKHFYYFIQEFSLVDQRELEPLREMTERICH. Result: 0 (no interaction). (4) The protein sequence of the target gene is MKPSWLQCRKVTSAGGLGGPLPGSSPARGAGAALRALVVPGPRGGLGGRGCRALSSGSGSEYKTHFAASVTDPERFWGKAAEQISWYKPWTKTLENKHSPSTRWFVEGMLNICYNAVDRHIENGKGDKIAIIYDSPVTNTKATFTYKEVLEQVSKLAGVLVKHGIKKGDTVVIYMPMIPQAMYTMLACARIGAIHSLIFGGFASKELSSRIDHVKPKVVVTASFGIEPGRRVEYVPLVEEALKIGQHKPDKILIYNRPNMEAVPLAPGRDLDWDEEMAKAQSHDCVPVLSEHPLYILYTS.... The miRNA is hsa-miR-335-5p with sequence UCAAGAGCAAUAACGAAAAAUGU. Result: 1 (interaction). (5) The miRNA is hsa-miR-6785-5p with sequence UGGGAGGGCGUGGAUGAUGGUG. The protein sequence of the target gene is MSDTAVADTRRLNSKPQDLTDAYGPPSNFLEIDIFNPQTVGVGRARFTTYEVRMRTNLPIFKLKESCVRRRYSDFEWLKNELERDSKIVVPPLPGKALKRQLPFRGDEGIFEESFIEERRQGLEQFINKIAGHPLAQNERCLHMFLQEEAIDRNYVPGKVRQ. Result: 1 (interaction). (6) The miRNA is hsa-miR-548ba with sequence AAAGGUAACUGUGAUUUUUGCU. The protein sequence of the target gene is MERLTLPLGGAAAVDEYLEYRRIVGEDDGGKLFTPEEYEEYKRKVLPLRLQNRLFVSWRSPTGMDCKLVGPETLCFCTHRYKQHKTDLEAIPQQCPIDLPCQVTGCQCRAYLYVPLNGSQPIRCRCKHFADQHSAAPGFTCNTCSKCSGFHSCFTCACGQPAYAHDTVVETKQERLAQEKPVGQDIPYAAMGGLTGFSSLAEGYMRLDDSGIGVPSVEFLESPITAVDSPFLKAFQASSSSSPETLTDVGTSSQVSSLRRPEEDDMAFFERRYQERMKMEKAAKWKGKAPLPSATKPS. Result: 0 (no interaction). (7) The miRNA is hsa-miR-378a-3p with sequence ACUGGACUUGGAGUCAGAAGGC. The protein sequence of the target gene is MAAGIVASRRLRDLLTRRLTGSNYPGLSISLRLTGSSAQEEASGVALGEAPDHSYESLRVTSAQKHVLHVQLNRPNKRNAMNKVFWREMVECFNKISRDADCRAVVISGAGKMFTAGIDLMDMASDILQPKGDDVARISWYLRDIITRYQETFNVIERCPKPVIAAVHGGCIGGGVDLVTACDIRYCAQDAFFQVKEVDVGLAADVGTLQRLPKVIGNQSLVNELAFTARKMMADEALGSGLVSRVFPDKEVMLDAALALAAEISSKSPVAVQSTKVNLLYSRDHSVAESLNYVASWNMS.... Result: 1 (interaction). (8) The miRNA is hsa-miR-516a-3p with sequence UGCUUCCUUUCAGAGGGU. The protein sequence of the target gene is MMAEQVKCASAGVSSGAGSGPVVNAELEVKKLQELVRKLEKQNEQLRSRAASAAAAPHLLLLPPPPPAAPPPAGLQPLGPRSPPAATATAAASGGLGPAFPGTFCLPSPAPSLLCSLAQPPEAPFVYFKPAAGFFGAGGGGPEPGGAGTPPGAAAAPPSPPPTLLDEVELLDLESVAAWRDEDDYTWLYIGSSKTFTSSEKSLTPLQWCRHVLDNPTPEMEAARRSLCFRLEQGYTSRGSPLSPQSSIDSELSTSELEDDSISMGYKLQDLTDVQIMARLQEESLRQDYASTSASVSRHS.... Result: 0 (no interaction). (9) The miRNA is bta-miR-26a with sequence UUCAAGUAAUCCAGGAUAGGCU. The protein sequence of the target gene is MKLLENSSFEAINSQLTVETGDAHIIGRIESYSCKMAGDDKHMFKQFCQEGQPHVLEALSPPQTSGLSPSRLSKSQGGEEEGPLSDKCSRKTLFYLIATLNESFRPDYDFSTARSHEFSREPSLSWVVNAVNCSLFSAVREDFKDLKPQLWNAVDEEICLAECDIYSYNPDLDSDPFGEDGSLWSFNYFFYNKRLKRIVFFSCRSISGSTYTPSEAGNELDMELGEEEVEEESRSGGSGAEETSTMEEDRVPVICI. Result: 0 (no interaction). (10) The miRNA is mmu-miR-3473a with sequence UGGAGAGAUGGCUCAGCA. The protein sequence of the target gene is MRRLRRWAIAALLLLPLLPPPGLGALGPRGALHWRSSAHVGSPESPEGSEVTEPSRLVRQSSGGEVRKPQLDTRVRQDPPRGTPVHLAQVSFVIPAFDSNFTLDLELNHHLLSSQYVERHFSREGTRQHSTGAGDHCYYHGKLRGNPQSFAALSTCQGLHGVFSDGNLTYIVEPKEIAGPWGPPQGPLPHLIYRTPLLPAPLGCREPGCLFAVPAQSALPNWPKLRRKRQVRRGHPTVHSETKYVELIVINDHQLFEQMRQSVVLTSNFAKSVVNLADVIYKEQLNTRIVLVAMETWADG.... Result: 1 (interaction).